This data is from NCI-60 drug combinations with 297,098 pairs across 59 cell lines. The task is: Regression. Given two drug SMILES strings and cell line genomic features, predict the synergy score measuring deviation from expected non-interaction effect. (1) Drug 1: C1C(C(OC1N2C=NC(=NC2=O)N)CO)O. Drug 2: CC1C(C(CC(O1)OC2CC(CC3=C2C(=C4C(=C3O)C(=O)C5=C(C4=O)C(=CC=C5)OC)O)(C(=O)CO)O)N)O.Cl. Cell line: SK-OV-3. Synergy scores: CSS=27.3, Synergy_ZIP=1.70, Synergy_Bliss=1.38, Synergy_Loewe=-9.37, Synergy_HSA=0.475. (2) Drug 1: COC1=C2C(=CC3=C1OC=C3)C=CC(=O)O2. Drug 2: CC1CCCC2(C(O2)CC(NC(=O)CC(C(C(=O)C(C1O)C)(C)C)O)C(=CC3=CSC(=N3)C)C)C. Cell line: SK-MEL-28. Synergy scores: CSS=24.7, Synergy_ZIP=3.26, Synergy_Bliss=2.87, Synergy_Loewe=-19.3, Synergy_HSA=-0.968.